From a dataset of Experimentally validated miRNA-target interactions with 360,000+ pairs, plus equal number of negative samples. Binary Classification. Given a miRNA mature sequence and a target amino acid sequence, predict their likelihood of interaction. The miRNA is hsa-miR-3945 with sequence AGGGCAUAGGAGAGGGUUGAUAU. The protein sequence of the target gene is MAFTRKRQREQQLQLYSKERFSLLLLNLEEYYFEQHTAFHVQHQGSQEERKIRGSLKICSKSVIFEPDAISQPILKIPLRDCLKIGKHGENGANKHFAKAKSWGISLIFSQIYFIKEHNIVAPYKIERGKMEYVFELEVSGKVEDVVETLLQLHRASCLDKLGDQMAMITAILQSRLARTSFDKNRFQSVSEKLHMECKAEMVTPLVTNPGHVCITDTSLYFQPLNGYPKPVVQITLQDVRRIYKRRHGLMPLGLEVFCTDDDLCSDIYLKFYEPQDRDDLYFYIATYLEHHAAEHTAES.... Result: 0 (no interaction).